Task: Regression. Given two drug SMILES strings and cell line genomic features, predict the synergy score measuring deviation from expected non-interaction effect.. Dataset: NCI-60 drug combinations with 297,098 pairs across 59 cell lines (1) Drug 1: C1=CC(=CC=C1CC(C(=O)O)N)N(CCCl)CCCl.Cl. Drug 2: CC1=C(C(=CC=C1)Cl)NC(=O)C2=CN=C(S2)NC3=CC(=NC(=N3)C)N4CCN(CC4)CCO. Cell line: TK-10. Synergy scores: CSS=33.4, Synergy_ZIP=2.70, Synergy_Bliss=4.17, Synergy_Loewe=-21.4, Synergy_HSA=2.05. (2) Drug 1: CN1C(=O)N2C=NC(=C2N=N1)C(=O)N. Drug 2: C1=NC2=C(N=C(N=C2N1C3C(C(C(O3)CO)O)F)Cl)N. Cell line: SW-620. Synergy scores: CSS=7.19, Synergy_ZIP=-1.39, Synergy_Bliss=1.02, Synergy_Loewe=-1.88, Synergy_HSA=-0.967. (3) Drug 1: CC1=CC=C(C=C1)C2=CC(=NN2C3=CC=C(C=C3)S(=O)(=O)N)C(F)(F)F. Drug 2: C1=CN(C(=O)N=C1N)C2C(C(C(O2)CO)O)O.Cl. Cell line: M14. Synergy scores: CSS=41.3, Synergy_ZIP=8.11, Synergy_Bliss=4.92, Synergy_Loewe=-26.0, Synergy_HSA=2.52. (4) Drug 1: COC1=NC(=NC2=C1N=CN2C3C(C(C(O3)CO)O)O)N. Drug 2: CC(C)NC(=O)C1=CC=C(C=C1)CNNC.Cl. Cell line: HT29. Synergy scores: CSS=-2.01, Synergy_ZIP=2.17, Synergy_Bliss=1.99, Synergy_Loewe=-4.48, Synergy_HSA=-2.99. (5) Drug 1: CC1=C2C(C(=O)C3(C(CC4C(C3C(C(C2(C)C)(CC1OC(=O)C(C(C5=CC=CC=C5)NC(=O)OC(C)(C)C)O)O)OC(=O)C6=CC=CC=C6)(CO4)OC(=O)C)OC)C)OC. Drug 2: CC12CCC(CC1=CCC3C2CCC4(C3CC=C4C5=CN=CC=C5)C)O. Cell line: LOX IMVI. Synergy scores: CSS=59.9, Synergy_ZIP=4.90, Synergy_Bliss=1.95, Synergy_Loewe=4.76, Synergy_HSA=7.80.